From a dataset of Full USPTO retrosynthesis dataset with 1.9M reactions from patents (1976-2016). Predict the reactants needed to synthesize the given product. (1) Given the product [F:1][C:2]1[CH:3]=[C:4]([C:9]2[C:10]3[CH2:29][CH2:31][CH2:27][CH2:26][C:11]=3[N:12]([C:14]([NH:16][C@@H:17]([C:22]([CH3:24])([CH3:23])[CH3:25])[CH2:18][OH:19])=[O:15])[N:13]=2)[CH:5]=[CH:6][C:7]=1[F:8], predict the reactants needed to synthesize it. The reactants are: [F:1][C:2]1[CH:3]=[C:4]([C:9]2[C:10]3[CH2:29]O[CH2:27][CH2:26][C:11]=3[N:12]([C:14]([NH:16][C@@H:17]([C:22]([CH3:25])([CH3:24])[CH3:23])[C:18](NC)=[O:19])=[O:15])[N:13]=2)[CH:5]=[CH:6][C:7]=1[F:8].N[C@H:31](CO)C(C)(C)C. (2) Given the product [CH3:44][C:43]1[N:45]=[C:38]([C:35]2[CH:34]=[CH:33][C:32]([O:31][C:29]3[CH:28]=[CH:27][C:24]4[CH2:25][CH2:26][N:20]([C:18]([O:17][C:14]([CH3:13])([CH3:16])[CH3:15])=[O:19])[CH2:21][CH2:22][C:23]=4[CH:30]=3)=[N:37][CH:36]=2)[O:40][N:42]=1, predict the reactants needed to synthesize it. The reactants are: O=C(N1C=CN=C1)N1C=CN=C1.[CH3:13][C:14]([O:17][C:18]([N:20]1[CH2:26][CH2:25][C:24]2[CH:27]=[CH:28][C:29]([O:31][C:32]3[N:37]=[CH:36][C:35]([C:38]([OH:40])=O)=[CH:34][CH:33]=3)=[CH:30][C:23]=2[CH2:22][CH2:21]1)=[O:19])([CH3:16])[CH3:15].O[NH:42]/[C:43](=[N:45]/[H])/[CH3:44]. (3) The reactants are: [NH2:1][C:2]1[C:7]([C:8]#[N:9])=[C:6]([C:10]2[CH:15]=[CH:14][C:13]([OH:16])=[CH:12][CH:11]=2)[C:5]([C:17]#[N:18])=[C:4]([SH:19])[N:3]=1.C(=O)(O)[O-].[Na+].Br[CH2:26][CH2:27][OH:28]. Given the product [NH2:1][C:2]1[C:7]([C:8]#[N:9])=[C:6]([C:10]2[CH:11]=[CH:12][C:13]([OH:16])=[CH:14][CH:15]=2)[C:5]([C:17]#[N:18])=[C:4]([S:19][CH2:26][CH2:27][OH:28])[N:3]=1, predict the reactants needed to synthesize it. (4) Given the product [F:15][C:12]([F:14])([F:13])[C:11]1[N:6]2[N:5]=[CH:4][C:3]([C:1]#[C:2][C:27]3[S:28][C:29]([S:32]([NH2:35])(=[O:34])=[O:33])=[CH:30][N:31]=3)=[C:7]2[N:8]=[C:9]([C:16]2[CH:21]=[CH:20][CH:19]=[C:18]([C:22]([F:25])([F:24])[F:23])[CH:17]=2)[CH:10]=1, predict the reactants needed to synthesize it. The reactants are: [C:1]([C:3]1[CH:4]=[N:5][N:6]2[C:11]([C:12]([F:15])([F:14])[F:13])=[CH:10][C:9]([C:16]3[CH:21]=[CH:20][CH:19]=[C:18]([C:22]([F:25])([F:24])[F:23])[CH:17]=3)=[N:8][C:7]=12)#[CH:2].Cl[C:27]1[S:28][C:29]([S:32]([NH2:35])(=[O:34])=[O:33])=[CH:30][N:31]=1. (5) Given the product [CH3:30][N:31]([CH3:35])[CH2:32][CH2:33][O:1][C:2]1[CH:3]=[C:4]([CH:20]=[CH:21][CH:22]=1)[O:5][C:6]1[CH:15]=[C:14]2[C:9]([CH2:10][CH2:11][CH:12]([C:16]([O:18][CH3:19])=[O:17])[CH2:13]2)=[CH:8][CH:7]=1, predict the reactants needed to synthesize it. The reactants are: [OH:1][C:2]1[CH:3]=[C:4]([CH:20]=[CH:21][CH:22]=1)[O:5][C:6]1[CH:15]=[C:14]2[C:9]([CH2:10][CH2:11][CH:12]([C:16]([O:18][CH3:19])=[O:17])[CH2:13]2)=[CH:8][CH:7]=1.C(=O)([O-])[O-].[K+].[K+].Cl.[CH3:30][N:31]([CH3:35])[CH2:32][CH2:33]Cl. (6) Given the product [CH2:25]([O:27][C:28]([C:30]1([C:33]2[N:11]=[C:3]3[C:4]([Br:10])=[CH:5][CH:6]=[C:7]([O:8][CH3:9])[N:2]3[N:1]=2)[CH2:32][CH2:31]1)=[O:29])[CH3:26], predict the reactants needed to synthesize it. The reactants are: [NH2:1][N+:2]1[C:7]([O:8][CH3:9])=[CH:6][CH:5]=[C:4]([Br:10])[C:3]=1[NH2:11].CC1C=C(C)C=C(C)C=1S([O-])(=O)=O.[CH2:25]([O:27][C:28]([C:30]1([CH:33]=O)[CH2:32][CH2:31]1)=[O:29])[CH3:26].[OH-].[K+].